Dataset: Forward reaction prediction with 1.9M reactions from USPTO patents (1976-2016). Task: Predict the product of the given reaction. (1) Given the reactants [F:1][C:2]1[C:10]([O:11][C:12]2[N:17]=[CH:16][N:15]=[C:14]([CH2:18]OS(C)(=O)=O)[CH:13]=2)=[CH:9][CH:8]=[C:7]2[C:3]=1[CH:4]=[C:5]([CH3:24])[NH:6]2.[CH3:25][NH2:26].C1COCC1, predict the reaction product. The product is: [F:1][C:2]1[C:10]([O:11][C:12]2[N:17]=[CH:16][N:15]=[C:14]([CH2:18][NH:26][CH3:25])[CH:13]=2)=[CH:9][CH:8]=[C:7]2[C:3]=1[CH:4]=[C:5]([CH3:24])[NH:6]2. (2) Given the reactants [Cl:1][C:2]1[CH:7]=[CH:6][C:5]([CH:8]([C:25]2[CH:30]=[CH:29][CH:28]=[CH:27][CH:26]=2)[N:9]2[CH2:14][CH2:13][N:12](S(C3C=CC(C)=CC=3)(=O)=O)[CH2:11][CH2:10]2)=[CH:4][CH:3]=1.OC1C=CC(C(O)=O)=CC=1.O, predict the reaction product. The product is: [Cl:1][C:2]1[CH:3]=[CH:4][C:5]([CH:8]([C:25]2[CH:26]=[CH:27][CH:28]=[CH:29][CH:30]=2)[N:9]2[CH2:10][CH2:11][NH:12][CH2:13][CH2:14]2)=[CH:6][CH:7]=1. (3) Given the reactants [F:1][C:2]([F:25])([F:24])[C:3]1[CH:4]=[CH:5][C:6]([O:9][C:10]2[CH:11]=[C:12]([CH:16]=[C:17]3[CH2:22][CH2:21][CH:20]([NH2:23])[CH2:19][CH2:18]3)[CH:13]=[CH:14][CH:15]=2)=[N:7][CH:8]=1.[C:26](Cl)(=[O:33])[C:27]1[CH:32]=[CH:31][CH:30]=[N:29][CH:28]=1.C(N(CC)CC)C, predict the reaction product. The product is: [F:25][C:2]([F:1])([F:24])[C:3]1[CH:4]=[CH:5][C:6]([O:9][C:10]2[CH:11]=[C:12]([CH:16]=[C:17]3[CH2:22][CH2:21][CH:20]([NH:23][C:26]([C:27]4[CH:28]=[N:29][CH:30]=[CH:31][CH:32]=4)=[O:33])[CH2:19][CH2:18]3)[CH:13]=[CH:14][CH:15]=2)=[N:7][CH:8]=1.